Dataset: Full USPTO retrosynthesis dataset with 1.9M reactions from patents (1976-2016). Task: Predict the reactants needed to synthesize the given product. The reactants are: C1(C2CC(O)C3C(=CC=C(O)C=3)O2)C=CC=CC=1.[F:19][C:20]1[CH:21]=[C:22]([CH:27]2[CH2:36][C:35](=[O:37])[C:34]3[C:29](=[CH:30][CH:31]=[C:32]([OH:38])[CH:33]=3)[O:28]2)[CH:23]=[C:24]([F:26])[CH:25]=1. Given the product [F:19][C:20]1[CH:21]=[C:22]([CH:27]2[CH2:36][CH:35]([OH:37])[C:34]3[C:29](=[CH:30][CH:31]=[C:32]([OH:38])[CH:33]=3)[O:28]2)[CH:23]=[C:24]([F:26])[CH:25]=1, predict the reactants needed to synthesize it.